From a dataset of Catalyst prediction with 721,799 reactions and 888 catalyst types from USPTO. Predict which catalyst facilitates the given reaction. (1) Reactant: Br[C:2]1[CH:11]=[C:10]2[C:5]([CH:6]=[CH:7][C:8]([C@H:12]([NH:14][C:15]([C@@H:17]3[CH2:22][CH2:21][CH2:20][N:19]([C:23](=[O:34])[C@@H:24]([NH:26][C:27](=[O:33])[CH:28]([CH:30]4[CH2:32][CH2:31]4)[OH:29])[CH3:25])[NH:18]3)=[O:16])[CH3:13])=[N:9]2)=[CH:4][CH:3]=1.[CH:35]([C:37]1([C:43]([OH:45])=[O:44])[CH2:42][O:41][CH2:40][O:39][CH2:38]1)=[CH2:36].C(N(CC)CC)C.C1(C)C=CC=CC=1P(C1C=CC=CC=1C)C1C=CC=CC=1C. Product: [CH:30]1([CH:28]([OH:29])[C:27]([NH:26][C@@H:24]([CH3:25])[C:23]([N:19]2[CH2:20][CH2:21][CH2:22][C@@H:17]([C:15]([NH:14][C@@H:12]([C:8]3[CH:7]=[CH:6][C:5]4[C:10](=[CH:11][C:2](/[CH:36]=[CH:35]/[C:37]5([C:43]([OH:45])=[O:44])[CH2:42][O:41][CH2:40][O:39][CH2:38]5)=[CH:3][CH:4]=4)[N:9]=3)[CH3:13])=[O:16])[NH:18]2)=[O:34])=[O:33])[CH2:32][CH2:31]1. The catalyst class is: 62. (2) Reactant: Cl[C:2]1[N:7]=[CH:6][C:5]([CH2:8][N:9]2[CH2:13][C@@H:12]([CH3:14])[O:11][C:10]2=[O:15])=[CH:4][CH:3]=1.[CH:16]1([CH:22]([OH:24])[CH3:23])[CH2:21][CH2:20][CH2:19][CH2:18][CH2:17]1.CC(C)([O-])C. Product: [CH:16]1([CH:22]([O:24][C:2]2[N:7]=[CH:6][C:5]([CH2:8][N:9]3[CH2:13][C@@H:12]([CH3:14])[O:11][C:10]3=[O:15])=[CH:4][CH:3]=2)[CH3:23])[CH2:21][CH2:20][CH2:19][CH2:18][CH2:17]1. The catalyst class is: 20. (3) Reactant: [F:1][C:2]([F:7])([F:6])[C:3]([OH:5])=[O:4].[CH:8]1([N:11]2[C:15]3[C:16]([O:32][C@@H:33]([C@H:35]4[CH2:39][NH:38][C:37](=[O:40])[CH2:36]4)[CH3:34])=[N:17][C:18]([C:20]4[CH:25]=[CH:24][C:23]([N:26]5[CH2:31][CH2:30][NH:29][CH2:28][CH2:27]5)=[CH:22][CH:21]=4)=[CH:19][C:14]=3[N:13]=[CH:12]2)[CH2:10][CH2:9]1.C(N(CC)CC)C.FC(F)(F)S(OCC(F)F)(=O)=O. Product: [CH:8]1([N:11]2[C:15]3[C:16]([O:32][C@@H:33]([C@H:35]4[CH2:39][NH:38][C:37](=[O:40])[CH2:36]4)[CH3:34])=[N:17][C:18]([C:20]4[CH:25]=[CH:24][C:23]([N:26]5[CH2:31][CH2:30][N:29]([CH2:3][CH:2]([F:7])[F:1])[CH2:28][CH2:27]5)=[CH:22][CH:21]=4)=[CH:19][C:14]=3[N:13]=[CH:12]2)[CH2:9][CH2:10]1.[F:1][C:2]([F:7])([F:6])[C:3]([OH:5])=[O:4]. The catalyst class is: 2. (4) The catalyst class is: 48. Reactant: [C:1]([O:5][C:6]([N:8]1[C:16]2[C:11](=[CH:12][C:13]([C:17](=[O:19])[CH3:18])=[CH:14][CH:15]=2)[CH:10]=[CH:9]1)=[O:7])([CH3:4])([CH3:3])[CH3:2].[CH2:20](O)[CH2:21][OH:22].C1(C)C=CC(S([O-])(=O)=O)=CC=1.[NH+]1C=CC=CC=1.C([O-])(O)=O.[Na+]. Product: [C:1]([O:5][C:6]([N:8]1[C:16]2[C:11](=[CH:12][C:13]([C:17]3([CH3:18])[O:22][CH2:21][CH2:20][O:19]3)=[CH:14][CH:15]=2)[CH:10]=[CH:9]1)=[O:7])([CH3:4])([CH3:2])[CH3:3]. (5) Reactant: [C:1]([O:5][C:6]([N:8]1[CH2:15][CH:14]2[N:16](CC3C=CC=CC=3)[CH:10]([CH2:11][C:12](=[O:24])[CH2:13]2)[CH2:9]1)=[O:7])([CH3:4])([CH3:3])[CH3:2].[H][H]. Product: [C:1]([O:5][C:6]([N:8]1[CH2:15][CH:14]2[NH:16][CH:10]([CH2:11][C:12](=[O:24])[CH2:13]2)[CH2:9]1)=[O:7])([CH3:4])([CH3:2])[CH3:3]. The catalyst class is: 293. (6) Reactant: [C:1]([O:5][C:6]([NH:8][CH:9]([C:11]1[C:12]([O:33][CH3:34])=[C:13]([CH:19]2[CH2:22][N:21](C(OCC3C=CC=CC=3)=O)[CH2:20]2)[C:14]([CH3:18])=[C:15]([Cl:17])[CH:16]=1)[CH3:10])=[O:7])([CH3:4])([CH3:3])[CH3:2].Cl.O. Product: [NH:21]1[CH2:22][CH:19]([C:13]2[C:12]([O:33][CH3:34])=[C:11]([CH:9]([NH:8][C:6](=[O:7])[O:5][C:1]([CH3:2])([CH3:3])[CH3:4])[CH3:10])[CH:16]=[C:15]([Cl:17])[C:14]=2[CH3:18])[CH2:20]1. The catalyst class is: 43. (7) Reactant: [CH3:1][O:2][C:3]([N:5]1[C:13]2[C:8](=[CH:9][CH:10]=[C:11](Br)[CH:12]=2)[CH:7]=[CH:6]1)=[O:4].[C:15]([O:21][CH2:22][CH3:23])(=[O:20])[CH2:16]C(C)=O.C(P(C(C)(C)C)C1C=CC=CC=1C1C=CC=CC=1C)(C)(C)C.[O-]P([O-])([O-])=O.[K+].[K+].[K+]. Product: [CH3:1][O:2][C:3]([N:5]1[C:13]2[C:8](=[CH:9][CH:10]=[C:11]([CH2:16][C:15]([O:21][CH2:22][CH3:23])=[O:20])[CH:12]=2)[CH:7]=[CH:6]1)=[O:4]. The catalyst class is: 493. (8) Reactant: [CH:1]1[C:10]2[C:5](=[CH:6][CH:7]=[CH:8][CH:9]=2)[CH:4]=[CH:3][C:2]=1[N:11]=[C:12]=[O:13].Cl.[C:15]([N:22]1[CH2:27][CH2:26][CH:25]([NH2:28])[CH2:24][CH2:23]1)([O:17][C:18]([CH3:21])([CH3:20])[CH3:19])=[O:16].C(N(CC)CC)C. Product: [C:18]([O:17][C:15]([N:22]1[CH2:27][CH2:26][CH:25]([NH:28][C:12]([NH:11][C:2]2[CH:3]=[CH:4][C:5]3[C:10](=[CH:9][CH:8]=[CH:7][CH:6]=3)[CH:1]=2)=[O:13])[CH2:24][CH2:23]1)=[O:16])([CH3:21])([CH3:19])[CH3:20]. The catalyst class is: 2.